From a dataset of Full USPTO retrosynthesis dataset with 1.9M reactions from patents (1976-2016). Predict the reactants needed to synthesize the given product. (1) Given the product [Cl:22][C:19]1[CH:18]=[CH:17][C:16]([O:15][C:13]([N:11]([CH3:12])[C@H:8]2[CH2:7][CH2:6][C@H:5]([C:3]([OH:4])=[O:2])[CH2:10][CH2:9]2)=[O:14])=[CH:21][CH:20]=1, predict the reactants needed to synthesize it. The reactants are: C[O:2][C:3]([C@H:5]1[CH2:10][CH2:9][C@H:8]([N:11]([C:13]([O:15][C:16]2[CH:21]=[CH:20][C:19]([Cl:22])=[CH:18][CH:17]=2)=[O:14])[CH3:12])[CH2:7][CH2:6]1)=[O:4].[OH-].[Na+].OS([O-])(=O)=O.[K+].CCOCC. (2) Given the product [C:1]([CH2:3][C:4]1([N:8]2[CH:12]=[C:11]([C:13]3[CH:18]=[N:17][N:16]4[C:19]([C:22]5[CH:23]=[C:24]([NH:28][C:29]([NH:31][CH2:32][C:33]([F:35])([F:36])[F:34])=[O:30])[CH:25]=[CH:26][CH:27]=5)=[CH:20][N:21]=[C:15]4[CH:14]=3)[CH:10]=[N:9]2)[CH2:5][N:6]([C:42]([CH:39]2[CH2:40][CH2:41][O:37][CH2:38]2)=[O:43])[CH2:7]1)#[N:2], predict the reactants needed to synthesize it. The reactants are: [C:1]([CH2:3][C:4]1([N:8]2[CH:12]=[C:11]([C:13]3[CH:18]=[N:17][N:16]4[C:19]([C:22]5[CH:23]=[C:24]([NH:28][C:29]([NH:31][CH2:32][C:33]([F:36])([F:35])[F:34])=[O:30])[CH:25]=[CH:26][CH:27]=5)=[CH:20][N:21]=[C:15]4[CH:14]=3)[CH:10]=[N:9]2)[CH2:7][NH:6][CH2:5]1)#[N:2].[O:37]1[CH2:41][CH2:40][CH:39]([C:42](O)=[O:43])[CH2:38]1. (3) Given the product [C:1]1([S:7]([N:10]2[C:14]3=[N:15][CH:16]=[CH:17][CH:18]=[C:13]3[CH:12]=[C:11]2[C:19]([C:27]2[CH:32]=[CH:31][C:30]([S:35]([CH3:34])(=[O:37])=[O:36])=[CH:29][N:28]=2)([OH:26])[CH2:20][CH:21]2[CH2:25][CH2:24][CH2:23][CH2:22]2)(=[O:9])=[O:8])[CH:6]=[CH:5][CH:4]=[CH:3][CH:2]=1, predict the reactants needed to synthesize it. The reactants are: [C:1]1([S:7]([N:10]2[C:14]3=[N:15][CH:16]=[CH:17][CH:18]=[C:13]3[CH:12]=[C:11]2[C:19]([C:27]2[CH:32]=[CH:31][C:30](Br)=[CH:29][N:28]=2)([OH:26])[CH2:20][CH:21]2[CH2:25][CH2:24][CH2:23][CH2:22]2)(=[O:9])=[O:8])[CH:6]=[CH:5][CH:4]=[CH:3][CH:2]=1.[CH3:34][S:35]([O-:37])=[O:36].[Na+].[OH-].[Na+].O. (4) Given the product [ClH:26].[ClH:26].[NH2:1][CH2:4][C:5]([C:7]1[CH:12]=[CH:11][CH:10]=[C:9]([O:13][C:14]2[CH:15]=[CH:16][C:17]([C:20](=[O:25])[CH2:21][NH2:22])=[CH:18][CH:19]=2)[CH:8]=1)=[O:6], predict the reactants needed to synthesize it. The reactants are: [N:1]([CH2:4][C:5]([C:7]1[CH:12]=[CH:11][CH:10]=[C:9]([O:13][C:14]2[CH:19]=[CH:18][C:17]([C:20](=[O:25])[CH2:21][N:22]=[N+]=[N-])=[CH:16][CH:15]=2)[CH:8]=1)=[O:6])=[N+]=[N-].[ClH:26].